This data is from Full USPTO retrosynthesis dataset with 1.9M reactions from patents (1976-2016). The task is: Predict the reactants needed to synthesize the given product. (1) Given the product [F:14][C:11]([F:12])([F:13])[C:10]1[CH:9]=[CH:8][CH:7]=[C:6]2[C:5]=1[CH:4]=[CH:3][NH:15]2, predict the reactants needed to synthesize it. The reactants are: CN(C)/[CH:3]=[CH:4]/[C:5]1[C:10]([C:11]([F:14])([F:13])[F:12])=[CH:9][CH:8]=[CH:7][C:6]=1[N+:15]([O-])=O.Cl. (2) Given the product [CH:1]1([CH2:4][O:5][C:6]2[N:7]([C:16]3[CH:21]=[CH:20][C:19]([O:22][CH2:23][C:24]([F:25])([F:26])[F:27])=[CH:18][CH:17]=3)[C:8](=[O:15])[C:9]3[CH2:14][C:13](=[O:32])[NH:12][C:10]=3[N:11]=2)[CH2:3][CH2:2]1, predict the reactants needed to synthesize it. The reactants are: [CH:1]1([CH2:4][O:5][C:6]2[N:7]([C:16]3[CH:21]=[CH:20][C:19]([O:22][CH2:23][C:24]([F:27])([F:26])[F:25])=[CH:18][CH:17]=3)[C:8](=[O:15])[C:9]3[CH:14]=[CH:13][NH:12][C:10]=3[N:11]=2)[CH2:3][CH2:2]1.BrBr.S([O-])([O-])(=[O:32])=S.[Na+].[Na+]. (3) Given the product [CH3:20][C:2]1([CH3:1])[CH2:6][C:5]2([CH2:11][CH2:10][C:9]([C:12]3[C:16]([CH2:33][N:32]([CH3:36])[CH2:31][CH2:30][N:22]([CH3:21])[C:23](=[O:29])[O:24][C:25]([CH3:28])([CH3:27])[CH3:26])=[CH:15][N:14]([CH3:19])[N:13]=3)=[CH:8][CH2:7]2)[O:4][CH2:3]1, predict the reactants needed to synthesize it. The reactants are: [CH3:1][C:2]1([CH3:20])[CH2:6][C:5]2([CH2:11][CH2:10][C:9]([C:12]3[C:16](C=O)=[CH:15][N:14]([CH3:19])[N:13]=3)=[CH:8][CH2:7]2)[O:4][CH2:3]1.[CH3:21][N:22]([CH2:30][CH2:31][NH:32][CH3:33])[C:23](=[O:29])[O:24][C:25]([CH3:28])([CH3:27])[CH3:26].[BH-](OC(C)=O)(OC(C)=O)O[C:36](C)=O.[Na+]. (4) Given the product [N:1]1[CH:6]=[CH:5][CH:4]=[CH:3][C:2]=1[C:7]([OH:9])([C:12]#[CH:13])[CH3:8], predict the reactants needed to synthesize it. The reactants are: [N:1]1[CH:6]=[CH:5][CH:4]=[CH:3][C:2]=1[C:7](=[O:9])[CH3:8].Br[Mg][C:12]#[CH:13].